This data is from Catalyst prediction with 721,799 reactions and 888 catalyst types from USPTO. The task is: Predict which catalyst facilitates the given reaction. (1) Reactant: FC(F)(F)C(O)=O.[F:8][C:9]([F:42])([F:41])[CH2:10][O:11][C:12]1[CH:13]=[CH:14][C:15]([C@H:18]([NH:20][C:21]([C@H:23]2[CH2:25][C@@H:24]2[C:26]2[CH:40]=[CH:39][C:29]([O:30][CH2:31][C:32]([O:34]C(C)(C)C)=[O:33])=[CH:28][CH:27]=2)=[O:22])[CH3:19])=[N:16][CH:17]=1. Product: [F:42][C:9]([F:8])([F:41])[CH2:10][O:11][C:12]1[CH:13]=[CH:14][C:15]([C@H:18]([NH:20][C:21]([C@H:23]2[CH2:25][C@@H:24]2[C:26]2[CH:27]=[CH:28][C:29]([O:30][CH2:31][C:32]([OH:34])=[O:33])=[CH:39][CH:40]=2)=[O:22])[CH3:19])=[N:16][CH:17]=1. The catalyst class is: 4. (2) Reactant: [Cl:1][C:2]1[CH:10]=[CH:9][C:5]([C:6](Cl)=[O:7])=[CH:4][N:3]=1.[NH2:11][C:12]1[CH:17]=[N:16][CH:15]=[CH:14][N:13]=1.C1COCC1.C(N(CC)CC)C. Product: [Cl:1][C:2]1[N:3]=[CH:4][C:5]([C:6]([NH:11][C:12]2[CH:17]=[N:16][CH:15]=[CH:14][N:13]=2)=[O:7])=[CH:9][CH:10]=1. The catalyst class is: 13. (3) Reactant: [F:1][C:2]1[C:29]([NH:30][S:31]([CH2:34][CH2:35][CH3:36])(=[O:33])=[O:32])=[CH:28][CH:27]=[C:26]([F:37])[C:3]=1[C:4]([NH:6][C:7]1[CH:8]=[C:9]2[CH:15]=[C:14]([CH3:16])[N:13](S(C3C=CC=CC=3)(=O)=O)[C:10]2=[N:11][CH:12]=1)=[O:5].C([O-])([O-])=O.[K+].[K+]. Product: [F:1][C:2]1[C:29]([NH:30][S:31]([CH2:34][CH2:35][CH3:36])(=[O:32])=[O:33])=[CH:28][CH:27]=[C:26]([F:37])[C:3]=1[C:4]([NH:6][C:7]1[CH:8]=[C:9]2[CH:15]=[C:14]([CH3:16])[NH:13][C:10]2=[N:11][CH:12]=1)=[O:5]. The catalyst class is: 24.